From a dataset of Forward reaction prediction with 1.9M reactions from USPTO patents (1976-2016). Predict the product of the given reaction. (1) Given the reactants [CH3:1][C:2]1[CH:3]=[C:4]([C:14](OCC)=[O:15])[N:5]=[N:6][C:7]=1[O:8][CH2:9][C:10]([F:13])([F:12])[F:11].[BH4-].[Li+], predict the reaction product. The product is: [CH3:1][C:2]1[CH:3]=[C:4]([CH2:14][OH:15])[N:5]=[N:6][C:7]=1[O:8][CH2:9][C:10]([F:12])([F:13])[F:11]. (2) Given the reactants C(N(CC)CC)C.[CH3:8][N:9]1[CH2:14][CH2:13][NH:12][CH2:11][CH2:10]1.[Cl:15][C:16]1[CH:21]=[CH:20][CH:19]=[CH:18][C:17]=1[N:22]1[C:26]([C:27]2[S:31][C:30]([S:32](Cl)(=[O:34])=[O:33])=[CH:29][CH:28]=2)=[CH:25][C:24]([C:36]([F:39])([F:38])[F:37])=[N:23]1, predict the reaction product. The product is: [Cl:15][C:16]1[CH:21]=[CH:20][CH:19]=[CH:18][C:17]=1[N:22]1[C:26]([C:27]2[S:31][C:30]([S:32]([N:12]3[CH2:13][CH2:14][N:9]([CH3:8])[CH2:10][CH2:11]3)(=[O:34])=[O:33])=[CH:29][CH:28]=2)=[CH:25][C:24]([C:36]([F:39])([F:37])[F:38])=[N:23]1. (3) Given the reactants [F:1][C:2]1[CH:19]=[CH:18][C:5]([CH2:6][CH:7]2[CH2:12][CH2:11][N:10]([C:13](=[O:17])[C:14]([OH:16])=O)[CH2:9][CH2:8]2)=[CH:4][CH:3]=1.[NH2:20][C:21]1[CH:28]=[CH:27][CH:26]=[CH:25][C:22]=1[C:23]#[N:24], predict the reaction product. The product is: [C:23]([C:22]1[CH:25]=[CH:26][CH:27]=[CH:28][C:21]=1[NH:20][C:14](=[O:16])[C:13]([N:10]1[CH2:9][CH2:8][CH:7]([CH2:6][C:5]2[CH:4]=[CH:3][C:2]([F:1])=[CH:19][CH:18]=2)[CH2:12][CH2:11]1)=[O:17])#[N:24]. (4) Given the reactants [OH:1][C:2]1[C:11]([O:12][CH3:13])=[CH:10][CH:9]=[C:8]2[C:3]=1[CH2:4][CH2:5][N:6]1[CH2:17][CH:16]([C:18]3[CH:19]=[C:20]([CH3:24])[CH:21]=[CH:22][CH:23]=3)[C:15](=O)[CH2:14][CH:7]12.[CH2:26]([O:33][NH2:34])[C:27]1[CH:32]=[CH:31][CH:30]=[CH:29][CH:28]=1.C([O-])(=O)C.[Na+].C([O-])(O)=O.[Na+].[Na+].[Cl-], predict the reaction product. The product is: [CH2:26]([O:33][N:34]=[C:15]1[CH:16]([C:18]2[CH:19]=[C:20]([CH3:24])[CH:21]=[CH:22][CH:23]=2)[CH2:17][N:6]2[CH2:5][CH2:4][C:3]3[C:8]([CH:7]2[CH2:14]1)=[CH:9][CH:10]=[C:11]([O:12][CH3:13])[C:2]=3[OH:1])[C:27]1[CH:32]=[CH:31][CH:30]=[CH:29][CH:28]=1. (5) Given the reactants [NH2:1][C:2]1[CH:3]=[C:4]([C:8]2[N:13]3[N:14]=[CH:15][C:16]([C:17]([C:19]4[S:20][CH:21]=[CH:22][CH:23]=4)=[O:18])=[C:12]3[N:11]=[CH:10][CH:9]=2)[CH:5]=[CH:6][CH:7]=1.[Cl:24][C:25]([Cl:32])([Cl:31])[CH2:26][CH2:27][C:28](Cl)=[O:29], predict the reaction product. The product is: [Cl:24][C:25]([Cl:32])([Cl:31])[CH2:26][CH2:27][C:28]([NH:1][C:2]1[CH:7]=[CH:6][CH:5]=[C:4]([C:8]2[N:13]3[N:14]=[CH:15][C:16]([C:17]([C:19]4[S:20][CH:21]=[CH:22][CH:23]=4)=[O:18])=[C:12]3[N:11]=[CH:10][CH:9]=2)[CH:3]=1)=[O:29]. (6) Given the reactants O[CH2:2][C@H:3]([NH:18][C:19](=[O:28])[O:20][CH2:21][C:22]1[CH:27]=[CH:26][CH:25]=[CH:24][CH:23]=1)[CH2:4][C:5](=[O:17])[NH:6][C:7]1[CH:12]=[CH:11][C:10]([N+:13]([O-:15])=[O:14])=[C:9]([CH3:16])[N:8]=1.N(C(OC(C)(C)C)=O)=NC(OC(C)(C)C)=O.C(P(CCCC)CCCC)CCC, predict the reaction product. The product is: [CH3:16][C:9]1[N:8]=[C:7]([N:6]2[C:5](=[O:17])[CH2:4][C@@H:3]([NH:18][C:19](=[O:28])[O:20][CH2:21][C:22]3[CH:27]=[CH:26][CH:25]=[CH:24][CH:23]=3)[CH2:2]2)[CH:12]=[CH:11][C:10]=1[N+:13]([O-:15])=[O:14]. (7) Given the reactants Br[C:2]1[CH:7]=[CH:6][N:5]=[C:4]2[N:8]([CH3:13])[CH:9]=[C:10]([CH:11]=[O:12])[C:3]=12.[C:14]1([OH:20])[CH:19]=[CH:18][CH:17]=[CH:16][CH:15]=1.C1(P(C2CCCCC2)C2C=CC=CC=2C2C(C(C)C)=CC(C(C)C)=CC=2C(C)C)CCCCC1.C(=O)([O-])[O-].[K+].[K+], predict the reaction product. The product is: [CH3:13][N:8]1[C:4]2=[N:5][CH:6]=[CH:7][C:2]([O:20][C:14]3[CH:19]=[CH:18][CH:17]=[CH:16][CH:15]=3)=[C:3]2[C:10]([CH:11]=[O:12])=[CH:9]1. (8) Given the reactants Br[C:2]1[C:3]([S:17]([CH3:20])(=[O:19])=[O:18])=[N:4][C:5]([NH:8][C:9]2[CH:14]=[C:13]([F:15])[CH:12]=[C:11]([F:16])[CH:10]=2)=[N:6][CH:7]=1.CC1(C)C(C)(C)OB([C:29]2[CH:30]=[C:31]([C:35]([O:37][CH2:38][CH3:39])=[O:36])[CH:32]=[N:33][CH:34]=2)O1.C(Cl)Cl.C(=O)([O-])[O-].[Na+].[Na+], predict the reaction product. The product is: [F:16][C:11]1[CH:10]=[C:9]([NH:8][C:5]2[N:4]=[C:3]([S:17]([CH3:20])(=[O:19])=[O:18])[C:2]([C:29]3[CH:30]=[C:31]([C:35]([O:37][CH2:38][CH3:39])=[O:36])[CH:32]=[N:33][CH:34]=3)=[CH:7][N:6]=2)[CH:14]=[C:13]([F:15])[CH:12]=1. (9) Given the reactants C(N(CCCC)CCCC)CCC.C(O)=O.I[C:18]1[CH:27]=[CH:26][C:21]([C:22]([O:24][CH3:25])=[O:23])=[CH:20][C:19]=1[O:28][CH:29]=[C:30]([C:32]1[CH:41]=[CH:40][C:39]2[C:38]([CH3:43])([CH3:42])[CH2:37][CH2:36][C:35]([CH3:45])([CH3:44])[C:34]=2[CH:33]=1)[CH3:31], predict the reaction product. The product is: [CH3:31][C:30]1([C:32]2[CH:41]=[CH:40][C:39]3[C:38]([CH3:43])([CH3:42])[CH2:37][CH2:36][C:35]([CH3:45])([CH3:44])[C:34]=3[CH:33]=2)[C:18]2[CH:27]=[CH:26][C:21]([C:22]([O:24][CH3:25])=[O:23])=[CH:20][C:19]=2[O:28][CH2:29]1.